Dataset: Reaction yield outcomes from USPTO patents with 853,638 reactions. Task: Predict the reaction yield, written as a fraction of the theoretical maximum amount of product (1.0 means a 100% yield; for example, 0.34 means a 34% yield). The product is [C@@H:10]12[N:15]([C:16]([O:18][C:19]([CH3:22])([CH3:21])[CH3:20])=[O:17])[C@@H:13]([CH2:12][CH2:11]1)[CH2:14][NH:8][CH2:9]2. The reactants are C([N:8]1[CH2:14][C@H:13]2[N:15]([C:16]([O:18][C:19]([CH3:22])([CH3:21])[CH3:20])=[O:17])[C@H:10]([CH2:11][CH2:12]2)[CH2:9]1)C1C=CC=CC=1. The yield is 0.990. The catalyst is CO.[Pd].